Dataset: Forward reaction prediction with 1.9M reactions from USPTO patents (1976-2016). Task: Predict the product of the given reaction. (1) Given the reactants C[O-].[Na+].[NH2:4][C:5]1[CH:10]=[CH:9][CH:8]=[CH:7][N:6]=1.[CH:11](OCC)=[O:12].Cl, predict the reaction product. The product is: [N:6]1[CH:7]=[CH:8][CH:9]=[CH:10][C:5]=1[NH:4][CH:11]=[O:12]. (2) Given the reactants [CH2:1]([O:8][C:9]1[CH:10]=[C:11]([CH2:16][OH:17])[CH:12]=[CH:13][C:14]=1[F:15])[C:2]1[CH:7]=[CH:6][CH:5]=[CH:4][CH:3]=1, predict the reaction product. The product is: [CH2:1]([O:8][C:9]1[CH:10]=[C:11]([CH:12]=[CH:13][C:14]=1[F:15])[CH:16]=[O:17])[C:2]1[CH:3]=[CH:4][CH:5]=[CH:6][CH:7]=1. (3) The product is: [C:1]([O:5][C:6]([N:8]1[CH2:13][CH2:12][N:11]2[C:14]([C:17]([F:18])([F:19])[F:20])=[N:15][N:16]=[C:10]2[C:9]1([CH3:22])[CH3:21])=[O:7])([CH3:4])([CH3:2])[CH3:3]. Given the reactants [C:1]([O:5][C:6]([N:8]1[CH2:13][CH2:12][N:11]2[C:14]([C:17]([F:20])([F:19])[F:18])=[N:15][N:16]=[C:10]2[CH:9]1[CH3:21])=[O:7])([CH3:4])([CH3:3])[CH3:2].[CH3:22]I, predict the reaction product. (4) Given the reactants [Cl:1][C:2]1[C:3]([O:12][C:13]2[CH:20]=[C:19]([O:21][CH2:22][O:23][CH3:24])[CH:18]=[CH:17][C:14]=2C=O)=[N:4][CH:5]=[C:6]([C:8]([F:11])([F:10])[F:9])[CH:7]=1.Br[CH2:26][C:27](OCC)=[O:28].C(O)(C)(C)C.CC(C)([O-])C.[K+], predict the reaction product. The product is: [Cl:1][C:2]1[C:3]([O:12][C:13]2[CH:20]=[C:19]([O:21][CH2:22][O:23][CH3:24])[CH:18]=[CH:17][C:14]=2[CH2:26][CH:27]=[O:28])=[N:4][CH:5]=[C:6]([C:8]([F:9])([F:11])[F:10])[CH:7]=1. (5) Given the reactants [OH:1][CH2:2][C@H:3]1[CH2:6][C@@H:5]([NH:7][C:8]2[C:13]([C:14]#[N:15])=[CH:12][N:11]=[C:10](S(C)(=O)=O)[N:9]=2)[C:4]1([CH3:21])[CH3:20].OC[C@H]1C[C@@H](NC2C(C#N)=CN=C(S(C)=O)N=2)C1(C)C.Cl.[F:43][C:44]([F:54])([F:53])[C:45]1[CH:50]=[CH:49][N:48]=[CH:47][C:46]=1[CH2:51][NH2:52].CCN(C(C)C)C(C)C, predict the reaction product. The product is: [OH:1][CH2:2][C@H:3]1[CH2:6][C@@H:5]([NH:7][C:8]2[C:13]([C:14]#[N:15])=[CH:12][N:11]=[C:10]([NH:52][CH2:51][C:46]3[CH:47]=[N:48][CH:49]=[CH:50][C:45]=3[C:44]([F:54])([F:43])[F:53])[N:9]=2)[C:4]1([CH3:21])[CH3:20]. (6) The product is: [S:10]1[CH:11]=[CH:12][C:8]([C:6]2[N:7]=[C:2]([NH:25][C:26]3[CH:31]=[CH:30][C:29]([N:32]4[CH2:33][CH2:34][S:35](=[O:39])(=[O:38])[CH2:36][CH2:37]4)=[CH:28][CH:27]=3)[C:3]3[NH:15][N:14]=[CH:13][C:4]=3[N:5]=2)=[CH:9]1. Given the reactants Cl[C:2]1[C:3]2[C:4](=[CH:13][N:14](CC3C=CC(OC)=CC=3)[N:15]=2)[N:5]=[C:6]([C:8]2[CH:12]=[CH:11][S:10][CH:9]=2)[N:7]=1.[NH2:25][C:26]1[CH:31]=[CH:30][C:29]([N:32]2[CH2:37][CH2:36][S:35](=[O:39])(=[O:38])[CH2:34][CH2:33]2)=[CH:28][CH:27]=1.Cl, predict the reaction product. (7) Given the reactants [N:1]1[CH:6]=[CH:5][C:4]([C:7]2[CH:8]=[C:9]([NH2:13])[CH:10]=[CH:11][CH:12]=2)=[CH:3][CH:2]=1.CN(C(ON1N=N[C:24]2[CH:25]=[CH:26][CH:27]=[CH:28][C:23]1=2)=[N+](C)C)C.F[P-](F)(F)(F)(F)F.CC[N:40](C(C)C)[CH:41]([CH3:43])[CH3:42].CN(C=[O:51])C, predict the reaction product. The product is: [NH2:40][C@@H:41]([CH2:43][C:23]1[CH:24]=[CH:25][CH:26]=[CH:27][CH:28]=1)[C:42]([NH:13][C:9]1[CH:10]=[CH:11][CH:12]=[C:7]([C:4]2[CH:5]=[CH:6][N:1]=[CH:2][CH:3]=2)[CH:8]=1)=[O:51]. (8) Given the reactants C(Cl)(=O)C(Cl)=O.CS(C)=O.[Cl:11][C:12]1[C:20]2[C:15](=[CH:16][N:17]=[C:18]([CH2:21][OH:22])[CH:19]=2)[O:14][CH:13]=1.CCN(CC)CC, predict the reaction product. The product is: [Cl:11][C:12]1[C:20]2[C:15](=[CH:16][N:17]=[C:18]([CH:21]=[O:22])[CH:19]=2)[O:14][CH:13]=1. (9) Given the reactants Cl[C:2]1[CH:7]=[C:6](Cl)[N:5]=[CH:4][N:3]=1.[Br:9][C:10]1[CH:11]=[C:12]([CH:14]=[CH:15][CH:16]=1)[NH2:13].CCN(C(C)C)C(C)C.[CH2:26]([CH2:28][NH2:29])[OH:27], predict the reaction product. The product is: [Br:9][C:10]1[CH:11]=[C:12]([NH:13][C:6]2[N:5]=[CH:4][N:3]=[C:2]([NH:29][CH2:28][CH2:26][OH:27])[CH:7]=2)[CH:14]=[CH:15][CH:16]=1. (10) Given the reactants [Cl:1][C:2]1[S:3][C:4](Cl)=[C:5]2[C:9](=[O:10])[CH2:8][CH2:7][C:6]=12.[F:12][C:13]1[CH:18]=[CH:17][CH:16]=[CH:15][C:14]=1B(O)O.C([O-])(O)=O.[Na+], predict the reaction product. The product is: [Cl:1][C:2]1[S:3][C:4]([C:14]2[CH:15]=[CH:16][CH:17]=[CH:18][C:13]=2[F:12])=[C:5]2[C:9](=[O:10])[CH2:8][CH2:7][C:6]=12.